This data is from Peptide-MHC class I binding affinity with 185,985 pairs from IEDB/IMGT. The task is: Regression. Given a peptide amino acid sequence and an MHC pseudo amino acid sequence, predict their binding affinity value. This is MHC class I binding data. (1) The peptide sequence is PDIYKGVYQF. The MHC is H-2-Kb with pseudo-sequence H-2-Kb. The binding affinity (normalized) is 0.127. (2) The peptide sequence is RQIRMTSTI. The MHC is HLA-C04:01 with pseudo-sequence HLA-C04:01. The binding affinity (normalized) is 0.213.